Task: Predict the product of the given reaction.. Dataset: Forward reaction prediction with 1.9M reactions from USPTO patents (1976-2016) (1) Given the reactants [CH2:1]([NH2:4])[CH2:2][NH2:3].CO[C:7](=N)[CH:8]([O:11][C:12]1[CH:17]=[CH:16][CH:15]=[C:14]([C:18]#[CH:19])[C:13]=1[Cl:20])[CH2:9][CH3:10].Cl, predict the reaction product. The product is: [Cl:20][C:13]1[C:14]([C:18]#[CH:19])=[CH:15][CH:16]=[CH:17][C:12]=1[O:11][CH:8]([C:7]1[NH:3][CH2:2][CH2:1][N:4]=1)[CH2:9][CH3:10]. (2) Given the reactants Cl[C:2]1[N:7]=[N:6][C:5]([O:8][CH2:9][CH2:10][C:11]2[CH:16]=[CH:15][C:14]([Cl:17])=[CH:13][CH:12]=2)=[C:4]([N:18]2[CH2:23][CH2:22][N:21]([C:24]([O:26][C:27]([CH3:30])([CH3:29])[CH3:28])=[O:25])[CH2:20][CH2:19]2)[CH:3]=1.[Cl:31][C:32]1[CH:33]=[C:34](B2OC(C)(C)C(C)(C)O2)[CH:35]=[C:36]([Cl:40])[C:37]=1[O:38][CH3:39].C(=O)([O-])[O-].[Na+].[Na+], predict the reaction product. The product is: [Cl:17][C:14]1[CH:13]=[CH:12][C:11]([CH2:10][CH2:9][O:8][C:5]2[N:6]=[N:7][C:2]([C:34]3[CH:33]=[C:32]([Cl:31])[C:37]([O:38][CH3:39])=[C:36]([Cl:40])[CH:35]=3)=[CH:3][C:4]=2[N:18]2[CH2:19][CH2:20][N:21]([C:24]([O:26][C:27]([CH3:29])([CH3:28])[CH3:30])=[O:25])[CH2:22][CH2:23]2)=[CH:16][CH:15]=1. (3) Given the reactants Cl[C:2]1[CH:7]=[C:6]([O:8][C:9]2[C:14]([F:15])=[CH:13][C:12]([NH:16][C:17]([C:19]3[C:20](=[O:32])[N:21]([C:25]4[CH:30]=[CH:29][C:28]([F:31])=[CH:27][CH:26]=4)[CH:22]=[CH:23][CH:24]=3)=[O:18])=[C:11]([F:33])[CH:10]=2)[CH:5]=[CH:4][N:3]=1.[Si:34]([O:41][CH2:42][CH2:43][N:44]1[CH:48]=[C:47](B2OC(C)(C)C(C)(C)O2)[CH:46]=[N:45]1)([C:37]([CH3:40])([CH3:39])[CH3:38])([CH3:36])[CH3:35].C([O-])([O-])=O.[K+].[K+], predict the reaction product. The product is: [Si:34]([O:41][CH2:42][CH2:43][N:44]1[CH:48]=[C:47]([C:2]2[CH:7]=[C:6]([O:8][C:9]3[C:14]([F:15])=[CH:13][C:12]([NH:16][C:17]([C:19]4[C:20](=[O:32])[N:21]([C:25]5[CH:30]=[CH:29][C:28]([F:31])=[CH:27][CH:26]=5)[CH:22]=[CH:23][CH:24]=4)=[O:18])=[C:11]([F:33])[CH:10]=3)[CH:5]=[CH:4][N:3]=2)[CH:46]=[N:45]1)([C:37]([CH3:40])([CH3:38])[CH3:39])([CH3:36])[CH3:35]. (4) Given the reactants [CH2:1]([C@H:8]1[CH2:12][O:11][C:10](=[O:13])[NH:9]1)[C:2]1[CH:7]=[CH:6][CH:5]=[CH:4][CH:3]=1.[CH2:14]([Li])[CH2:15]CC.[Cl-].[NH4+].[O:21]1[CH2:25][CH2:24][CH2:23][CH2:22]1, predict the reaction product. The product is: [CH2:1]([C@H:8]1[CH2:12][O:11][C:10](=[O:13])[N:9]1[C:22](=[O:21])[CH2:23][CH2:24][CH:25]1[CH2:15][CH2:14]1)[C:2]1[CH:3]=[CH:4][CH:5]=[CH:6][CH:7]=1. (5) Given the reactants F[C:2]1[CH:3]=[N:4][CH:5]=[CH:6][CH:7]=1.[CH:8]12[CH2:15][NH:14][CH2:13][CH:12]1[CH2:11][NH:10][CH2:9]2, predict the reaction product. The product is: [N:4]1[CH:5]=[CH:6][CH:7]=[C:2]([N:10]2[CH2:11][CH:12]3[CH:8]([CH2:15][NH:14][CH2:13]3)[CH2:9]2)[CH:3]=1. (6) Given the reactants Cl[C:2]1[C:11]([Cl:12])=[N:10][C:9]2[C:4](=[CH:5][CH:6]=[CH:7][CH:8]=2)[N:3]=1.[N:13]1([C:19]([O:21][C:22]([CH3:25])([CH3:24])[CH3:23])=[O:20])[CH2:18][CH2:17][NH:16][CH2:15][CH2:14]1.C(N(C(C)C)C(C)C)C, predict the reaction product. The product is: [Cl:12][C:11]1[C:2]([N:16]2[CH2:15][CH2:14][N:13]([C:19]([O:21][C:22]([CH3:25])([CH3:24])[CH3:23])=[O:20])[CH2:18][CH2:17]2)=[N:3][C:4]2[C:9]([N:10]=1)=[CH:8][CH:7]=[CH:6][CH:5]=2. (7) Given the reactants [CH:1]([O:4][C:5]1[N:10]=[CH:9][C:8]([C:11](=[N:13][S@@:14]([C:16]([CH3:19])([CH3:18])[CH3:17])=[O:15])[CH3:12])=[CH:7][CH:6]=1)([CH3:3])[CH3:2].CCC(C)[BH-](C(C)CC)C(C)CC.[Li+].[NH4+].[Cl-], predict the reaction product. The product is: [CH:1]([O:4][C:5]1[N:10]=[CH:9][C:8]([C@@H:11]([NH:13][S@@:14]([C:16]([CH3:19])([CH3:17])[CH3:18])=[O:15])[CH3:12])=[CH:7][CH:6]=1)([CH3:3])[CH3:2]. (8) Given the reactants [CH:1]1([N:7]=[C:8]=[O:9])[CH2:6][CH2:5][CH2:4][CH2:3][CH2:2]1.[O:10]1[C:14]2[CH:15]=[CH:16][C:17]([C:19]#[C:20][C@@H:21]3[C@H:25]4[O:26][CH2:27][C@H:28]([NH2:29])[C@H:24]4[O:23][CH2:22]3)=[CH:18][C:13]=2[O:12][CH2:11]1, predict the reaction product. The product is: [O:10]1[C:14]2[CH:15]=[CH:16][C:17]([C:19]#[C:20][C@@H:21]3[C@H:25]4[O:26][CH2:27][C@H:28]([NH:29][C:8]([NH:7][CH:1]5[CH2:6][CH2:5][CH2:4][CH2:3][CH2:2]5)=[O:9])[C@H:24]4[O:23][CH2:22]3)=[CH:18][C:13]=2[O:12][CH2:11]1. (9) Given the reactants [OH:1][C:2]1[CH:11]=[C:10]([OH:12])[CH:9]=[C:8]2[C:3]=1[C:4]([CH2:14][CH2:15][CH3:16])=[CH:5][C:6](=[O:13])[O:7]2.[Cl-].[Al+3].[Cl-].[Cl-].[N+](C1C=CC=CC=1)([O-])=O.[C:30](Cl)(=[O:33])[CH2:31][CH3:32], predict the reaction product. The product is: [OH:1][C:2]1[CH:11]=[C:10]([OH:12])[C:9]([C:30](=[O:33])[CH2:31][CH3:32])=[C:8]2[C:3]=1[C:4]([CH2:14][CH2:15][CH3:16])=[CH:5][C:6](=[O:13])[O:7]2. (10) Given the reactants [CH2:1]([O:3][C:4]([C:6]1[O:14][C:13]2[C:12]([Cl:15])=[CH:11][N:10]=[CH:9][C:8]=2[C:7]=1[NH2:16])=[O:5])[CH3:2].Br[C:18]1[CH:23]=[CH:22][C:21]([S:24][CH3:25])=[CH:20][C:19]=1[F:26].CC1(C)C2C(=C(P(C3C=CC=CC=3)C3C=CC=CC=3)C=CC=2)OC2C(P(C3C=CC=CC=3)C3C=CC=CC=3)=CC=CC1=2.[O-]P([O-])([O-])=O.[K+].[K+].[K+], predict the reaction product. The product is: [CH2:1]([O:3][C:4]([C:6]1[O:14][C:13]2[C:12]([Cl:15])=[CH:11][N:10]=[CH:9][C:8]=2[C:7]=1[NH:16][C:18]1[CH:23]=[CH:22][C:21]([S:24][CH3:25])=[CH:20][C:19]=1[F:26])=[O:5])[CH3:2].